This data is from NCI-60 drug combinations with 297,098 pairs across 59 cell lines. The task is: Regression. Given two drug SMILES strings and cell line genomic features, predict the synergy score measuring deviation from expected non-interaction effect. (1) Drug 1: CC1=C(C=C(C=C1)C(=O)NC2=CC(=CC(=C2)C(F)(F)F)N3C=C(N=C3)C)NC4=NC=CC(=N4)C5=CN=CC=C5. Drug 2: C(CCl)NC(=O)N(CCCl)N=O. Cell line: OVCAR3. Synergy scores: CSS=-3.99, Synergy_ZIP=0.970, Synergy_Bliss=0.0922, Synergy_Loewe=-26.7, Synergy_HSA=-4.14. (2) Synergy scores: CSS=9.14, Synergy_ZIP=-1.47, Synergy_Bliss=3.08, Synergy_Loewe=1.61, Synergy_HSA=2.92. Cell line: MCF7. Drug 1: CN1CCC(CC1)COC2=C(C=C3C(=C2)N=CN=C3NC4=C(C=C(C=C4)Br)F)OC. Drug 2: COCCOC1=C(C=C2C(=C1)C(=NC=N2)NC3=CC=CC(=C3)C#C)OCCOC.Cl. (3) Drug 1: CN(CC1=CN=C2C(=N1)C(=NC(=N2)N)N)C3=CC=C(C=C3)C(=O)NC(CCC(=O)O)C(=O)O. Drug 2: CC(C)(C1=NC(=CC=C1)N2C3=NC(=NC=C3C(=O)N2CC=C)NC4=CC=C(C=C4)N5CCN(CC5)C)O. Cell line: UACC62. Synergy scores: CSS=48.6, Synergy_ZIP=2.06, Synergy_Bliss=0.906, Synergy_Loewe=-4.30, Synergy_HSA=2.48. (4) Drug 1: CC1=C(C(CCC1)(C)C)C=CC(=CC=CC(=CC(=O)O)C)C. Drug 2: CCC1(C2=C(COC1=O)C(=O)N3CC4=CC5=C(C=CC(=C5CN(C)C)O)N=C4C3=C2)O.Cl. Cell line: U251. Synergy scores: CSS=49.9, Synergy_ZIP=4.03, Synergy_Bliss=4.44, Synergy_Loewe=-26.5, Synergy_HSA=5.62.